This data is from TCR-epitope binding with 47,182 pairs between 192 epitopes and 23,139 TCRs. The task is: Binary Classification. Given a T-cell receptor sequence (or CDR3 region) and an epitope sequence, predict whether binding occurs between them. (1) The TCR CDR3 sequence is CAISDPTSGTDTQYF. Result: 1 (the TCR binds to the epitope). The epitope is FLLNKEMYL. (2) The epitope is YYRRATRRIR. The TCR CDR3 sequence is CASRPVSSYNSPLHF. Result: 0 (the TCR does not bind to the epitope). (3) Result: 1 (the TCR binds to the epitope). The TCR CDR3 sequence is CASSYGGTYGYTF. The epitope is SEVGPEHSLAEY. (4) The epitope is IYSKHTPINL. The TCR CDR3 sequence is CASSPLTGGNEQFF. Result: 1 (the TCR binds to the epitope). (5) The epitope is ATDALMTGY. The TCR CDR3 sequence is CASSLTDTQYF. Result: 0 (the TCR does not bind to the epitope). (6) The epitope is KAYNVTQAF. The TCR CDR3 sequence is CASSYGEPGTEAFF. Result: 1 (the TCR binds to the epitope). (7) The epitope is YLDAYNMMI. The TCR CDR3 sequence is CASSLGSLPLHF. Result: 0 (the TCR does not bind to the epitope). (8) The epitope is KLPDDFTGCV. Result: 0 (the TCR does not bind to the epitope). The TCR CDR3 sequence is CASSLVTGGRGYTF.